This data is from Full USPTO retrosynthesis dataset with 1.9M reactions from patents (1976-2016). The task is: Predict the reactants needed to synthesize the given product. Given the product [ClH:1].[Cl:1][C:2]1[CH:7]=[C:6]([C:8]([NH:10][C:11]2[CH:20]=[C:19]([C:21]3[C:30]4[C:25](=[CH:26][C:27]([O:36][CH2:37][CH3:38])=[C:28]5[O:33][C:32]([CH3:34])([CH3:35])[CH2:31][C:29]5=4)[CH2:24][C:23]([CH3:39])([CH3:40])[N:22]=3)[CH:18]=[CH:17][C:12]=2[C:13]([OH:15])=[O:14])=[O:9])[CH:5]=[CH:4][N:3]=1, predict the reactants needed to synthesize it. The reactants are: [Cl:1][C:2]1[CH:7]=[C:6]([C:8]([NH:10][C:11]2[CH:20]=[C:19]([C:21]3[C:30]4[C:25](=[CH:26][C:27]([O:36][CH2:37][CH3:38])=[C:28]5[O:33][C:32]([CH3:35])([CH3:34])[CH2:31][C:29]5=4)[CH2:24][C:23]([CH3:40])([CH3:39])[N:22]=3)[CH:18]=[CH:17][C:12]=2[C:13]([O:15]C)=[O:14])=[O:9])[CH:5]=[CH:4][N:3]=1.[OH-].[Na+].ClC1C=C(C=CN=1)C(O)=O.S(Cl)(Cl)=O.C(=O)([O-])O.[Na+].